From a dataset of Peptide-MHC class I binding affinity with 185,985 pairs from IEDB/IMGT. Regression. Given a peptide amino acid sequence and an MHC pseudo amino acid sequence, predict their binding affinity value. This is MHC class I binding data. The peptide sequence is PGKDGPKLKQW. The MHC is Mamu-B52 with pseudo-sequence Mamu-B52. The binding affinity (normalized) is 0.705.